Dataset: TCR-epitope binding with 47,182 pairs between 192 epitopes and 23,139 TCRs. Task: Binary Classification. Given a T-cell receptor sequence (or CDR3 region) and an epitope sequence, predict whether binding occurs between them. The epitope is LLWNGPMAV. The TCR CDR3 sequence is CASSKQGESNSPLHF. Result: 1 (the TCR binds to the epitope).